This data is from Full USPTO retrosynthesis dataset with 1.9M reactions from patents (1976-2016). The task is: Predict the reactants needed to synthesize the given product. The reactants are: [CH2:1]([N:3]([CH2:14][CH2:15][NH:16][C:17]([C:19]1[CH:28]=[N:27][C:26]2[C:21](=[CH:22][CH:23]=[C:24]([I:29])[CH:25]=2)[N:20]=1)=[O:18])[CH2:4][CH2:5][NH:6][C:7]1[CH:12]=[CH:11][CH:10]=[C:9]([F:13])[N:8]=1)[CH3:2].[ClH:30].Cl.C(N(CCNC(C1C=NC2C(=CC=C(I)C=2)N=1)=O)CCOC1C(F)=NC=CC=1)C. Given the product [ClH:30].[ClH:30].[CH2:1]([N:3]([CH2:14][CH2:15][NH:16][C:17]([C:19]1[CH:28]=[N:27][C:26]2[C:21](=[CH:22][CH:23]=[C:24]([I:29])[CH:25]=2)[N:20]=1)=[O:18])[CH2:4][CH2:5][NH:6][C:7]1[CH:12]=[CH:11][CH:10]=[C:9]([F:13])[N:8]=1)[CH3:2], predict the reactants needed to synthesize it.